Predict the reactants needed to synthesize the given product. From a dataset of Full USPTO retrosynthesis dataset with 1.9M reactions from patents (1976-2016). (1) Given the product [ClH:1].[CH2:2]([C:4]1[S:27][C:7]2[N:8]=[CH:9][N:10]=[C:11]([N:12]3[CH2:13][CH2:14][CH:15]([CH2:18][NH2:19])[CH2:16][CH2:17]3)[C:6]=2[CH:5]=1)[CH3:3], predict the reactants needed to synthesize it. The reactants are: [ClH:1].[CH2:2]([C:4]1[S:27][C:7]2[N:8]=[CH:9][N:10]=[C:11]([N:12]3[CH2:17][CH2:16][CH:15]([CH2:18][NH:19]C(=O)OC(C)(C)C)[CH2:14][CH2:13]3)[C:6]=2[CH:5]=1)[CH3:3]. (2) Given the product [CH3:25][O:24][C:23](=[O:26])[NH:22][C@@H:13]1[CH:12]2[C:11](=[O:27])[CH2:10][C@H:9]([C:7]3[NH:6][C:5]4[CH:28]=[C:29]([C:47]5[CH:48]=[CH:49][C:44]([C:41]6[NH:40][C:39]([C@@H:35]7[CH2:36][CH2:37][CH2:38][N:34]7[C:33](=[O:59])[C@@H:32]([NH:60][C:61]([O:62][CH3:63])=[O:64])[CH:31]([CH3:65])[CH3:30])=[N:43][CH:42]=6)=[CH:45][CH:46]=5)[CH:2]=[CH:3][C:4]=4[N:8]=3)[CH2:21][N:19]3[C:20]2=[C:16]([CH:17]=[CH:18]3)[CH2:15][CH2:14]1, predict the reactants needed to synthesize it. The reactants are: Br[C:2]1[CH:29]=[CH:28][C:5]2[NH:6][C:7]([C@@H:9]3[CH2:21][N:19]4[C:20]5[CH:12]([C@@H:13]([NH:22][C:23](=[O:26])[O:24][CH3:25])[CH2:14][CH2:15][C:16]=5[CH:17]=[CH:18]4)[C:11](=[O:27])[CH2:10]3)=[N:8][C:4]=2[CH:3]=1.[CH3:30][CH:31]([CH3:65])[C@H:32]([NH:60][C:61](=[O:64])[O:62][CH3:63])[C:33](=[O:59])[N:34]1[CH2:38][CH2:37][CH2:36][C@H:35]1[C:39]1[NH:40][C:41]([C:44]2[CH:49]=[CH:48][C:47](B3OC(C)(C)C(C)(C)O3)=[CH:46][CH:45]=2)=[CH:42][N:43]=1.C(=O)(O)[O-].[Na+].C1(C)C=CC=CC=1. (3) Given the product [Cl:36][C:21]1[C:22]([NH:24][C@@H:25]2[CH2:30][CH2:29][CH2:28][CH2:27][C@H:26]2[NH:31][S:32]([CH3:35])(=[O:34])=[O:33])=[N:23][C:18]([NH:16][C:13]2[CH:14]=[CH:15][C:9]3[S:8][CH2:7][CH2:6][N:5]([CH2:4][CH2:3][O:2][CH3:1])[CH2:11][C:10]=3[CH:12]=2)=[N:19][CH:20]=1, predict the reactants needed to synthesize it. The reactants are: [CH3:1][O:2][CH2:3][CH2:4][N:5]1[CH2:11][C:10]2[CH:12]=[C:13]([NH2:16])[CH:14]=[CH:15][C:9]=2[S:8][CH2:7][CH2:6]1.Cl[C:18]1[N:23]=[C:22]([NH:24][C@@H:25]2[CH2:30][CH2:29][CH2:28][CH2:27][C@@H:26]2[NH:31][S:32]([CH3:35])(=[O:34])=[O:33])[C:21]([Cl:36])=[CH:20][N:19]=1. (4) The reactants are: [H-].[Na+].[OH:3][C@:4]1([C:22]2[CH:31]=[CH:30][C:29]3[C:24](=[CH:25][C:26]([CH:34]=[CH2:35])=[C:27]([O:32][CH3:33])[CH:28]=3)[CH:23]=2)[CH2:8][N:7]([C:9]([O:11][CH2:12][CH2:13][Si:14]([CH3:17])([CH3:16])[CH3:15])=[O:10])[C@H:6]([C:18]([O:20][CH3:21])=[O:19])[CH2:5]1.[CH3:36]I. Given the product [CH3:36][O:3][C@:4]1([C:22]2[CH:31]=[CH:30][C:29]3[C:24](=[CH:25][C:26]([CH:34]=[CH2:35])=[C:27]([O:32][CH3:33])[CH:28]=3)[CH:23]=2)[CH2:8][N:7]([C:9]([O:11][CH2:12][CH2:13][Si:14]([CH3:17])([CH3:16])[CH3:15])=[O:10])[C@H:6]([C:18]([O:20][CH3:21])=[O:19])[CH2:5]1, predict the reactants needed to synthesize it. (5) Given the product [CH2:26]([N:16]1[C:17]2[C:12](=[C:11]([OH:40])[C:10]([C:8]([NH:7][CH2:6][C:5]([CH3:42])([CH3:41])[C:4]([OH:43])=[O:3])=[O:9])=[N:19][C:18]=2[C:20]2[CH:21]=[N:22][CH:23]=[CH:24][CH:25]=2)[CH:13]=[C:14]([C:34]2[CH:35]=[CH:36][CH:37]=[CH:38][CH:39]=2)[C:15]1=[O:33])[C:27]1[CH:32]=[CH:31][CH:30]=[CH:29][CH:28]=1, predict the reactants needed to synthesize it. The reactants are: C([O:3][C:4](=[O:43])[C:5]([CH3:42])([CH3:41])[CH2:6][NH:7][C:8]([C:10]1[C:11]([OH:40])=[C:12]2[C:17](=[C:18]([C:20]3[CH:21]=[N:22][CH:23]=[CH:24][CH:25]=3)[N:19]=1)[N:16]([CH2:26][C:27]1[CH:32]=[CH:31][CH:30]=[CH:29][CH:28]=1)[C:15](=[O:33])[C:14]([C:34]1[CH:39]=[CH:38][CH:37]=[CH:36][CH:35]=1)=[CH:13]2)=[O:9])C.[OH-].[Na+].CO.C1COCC1. (6) Given the product [CH3:20][O:21][CH2:22][C:23]1[CH:28]=[C:27]([C:15]2[CH:16]=[CH:17][C:12]([O:11][CH2:10][C:6]3[CH:5]=[C:4]([CH:9]=[CH:8][CH:7]=3)[C:3]([OH:2])=[O:19])=[CH:13][CH:14]=2)[CH:26]=[CH:25][CH:24]=1, predict the reactants needed to synthesize it. The reactants are: C[O:2][C:3](=[O:19])[C:4]1[CH:9]=[CH:8][CH:7]=[C:6]([CH2:10][O:11][C:12]2[CH:17]=[CH:16][C:15](I)=[CH:14][CH:13]=2)[CH:5]=1.[CH3:20][O:21][CH2:22][C:23]1[CH:24]=[C:25](B(O)O)[CH:26]=[CH:27][CH:28]=1. (7) Given the product [Cl:22][C:23]1[N:28]=[C:27]([NH:2][C:3]2[CH:4]=[C:5]([CH:19]=[CH:20][CH:21]=2)[CH2:6][NH:7][C:8](=[O:18])[C:9]2[CH:14]=[CH:13][CH:12]=[C:11]([N+:15]([O-:17])=[O:16])[CH:10]=2)[C:26]([Cl:30])=[CH:25][N:24]=1, predict the reactants needed to synthesize it. The reactants are: Cl.[NH2:2][C:3]1[CH:4]=[C:5]([CH:19]=[CH:20][CH:21]=1)[CH2:6][NH:7][C:8](=[O:18])[C:9]1[CH:14]=[CH:13][CH:12]=[C:11]([N+:15]([O-:17])=[O:16])[CH:10]=1.[Cl:22][C:23]1[N:28]=[C:27](Cl)[C:26]([Cl:30])=[CH:25][N:24]=1.C(=O)([O-])[O-].[K+].[K+]. (8) Given the product [Cl:33][C:34]1[C:35]2[CH:42]=[CH:41][N:40]([C@@H:13]3[O:16][C@:17]([CH3:29])([CH2:18][O:19][CH2:20][C:21]4[CH:26]=[CH:25][C:24]([Cl:27])=[CH:23][C:22]=4[Cl:28])[C@@H:11]([O:10][CH2:9][C:3]4[CH:4]=[CH:5][C:6]([Cl:8])=[CH:7][C:2]=4[Cl:1])[C@@:12]3([CH3:31])[OH:30])[C:36]=2[N:37]=[CH:38][N:39]=1, predict the reactants needed to synthesize it. The reactants are: [Cl:1][C:2]1[CH:7]=[C:6]([Cl:8])[CH:5]=[CH:4][C:3]=1[CH2:9][O:10][C@@H:11]1[C@@:17]([CH3:29])([CH2:18][O:19][CH2:20][C:21]2[CH:26]=[CH:25][C:24]([Cl:27])=[CH:23][C:22]=2[Cl:28])[O:16][C@H:13](OC)[C@:12]1([CH3:31])[OH:30].Br.[Cl:33][C:34]1[N:39]=[CH:38][NH:37][C:36]2=[N:40][CH:41]=[CH:42][C:35]=12.[OH-].[K+]. (9) Given the product [CH2:7]([N:14]1[C:23]2[C:18](=[C:19]([C:24]3[CH:29]=[CH:28][C:27]([CH3:30])=[CH:26][C:25]=3[CH3:31])[CH:20]=[CH:21][CH:22]=2)[C:17](=[O:32])[C:16]([CH:33]=[CH2:1])=[N:15]1)[C:8]1[CH:9]=[CH:10][CH:11]=[CH:12][CH:13]=1, predict the reactants needed to synthesize it. The reactants are: [CH3:1]C(C)([O-])C.[K+].[CH2:7]([N:14]1[C:23]2[C:18](=[C:19]([C:24]3[CH:29]=[CH:28][C:27]([CH3:30])=[CH:26][C:25]=3[CH3:31])[CH:20]=[CH:21][CH:22]=2)[C:17](=[O:32])[C:16]([CH:33]=O)=[N:15]1)[C:8]1[CH:13]=[CH:12][CH:11]=[CH:10][CH:9]=1. (10) Given the product [F:29][C:30]1[CH:31]=[CH:32][C:33]([CH2:34][N:35]2[C:39](=[O:40])[N:38]([C:41]3[S:42][C:43]([C:47]([OH:49])=[O:48])=[C:44]([CH3:46])[N:45]=3)[CH:37]=[N:36]2)=[CH:52][CH:53]=1, predict the reactants needed to synthesize it. The reactants are: CC1N=C(N2C(=O)N(CC3C=CC(C(F)(F)F)=CC=3)N=C2)SC=1C(OCC)=O.[F:29][C:30]1[CH:53]=[CH:52][C:33]([CH2:34][N:35]2[C:39](=[O:40])[N:38]([C:41]3[S:42][C:43]([C:47]([O:49]CC)=[O:48])=[C:44]([CH3:46])[N:45]=3)[CH:37]=[N:36]2)=[CH:32][CH:31]=1.